Dataset: Full USPTO retrosynthesis dataset with 1.9M reactions from patents (1976-2016). Task: Predict the reactants needed to synthesize the given product. (1) Given the product [CH2:2]([N:4]([C:12]1[N:17]=[CH:16][N:15]=[C:14]2[N:18]([C:21]3[CH:26]=[CH:25][C:24]([S:27]([CH3:30])(=[O:29])=[O:28])=[CH:23][C:22]=3[F:31])[N:19]=[CH:20][C:13]=12)[CH2:5][CH:6]1[CH2:7][CH2:8][N:9]([C:33]2[CH:38]=[CH:37][C:36]([C:39]([F:42])([F:41])[F:40])=[CH:35][N:34]=2)[CH2:10][CH2:11]1)[CH3:3], predict the reactants needed to synthesize it. The reactants are: Cl.[CH2:2]([N:4]([C:12]1[N:17]=[CH:16][N:15]=[C:14]2[N:18]([C:21]3[CH:26]=[CH:25][C:24]([S:27]([CH3:30])(=[O:29])=[O:28])=[CH:23][C:22]=3[F:31])[N:19]=[CH:20][C:13]=12)[CH2:5][CH:6]1[CH2:11][CH2:10][NH:9][CH2:8][CH2:7]1)[CH3:3].Br[C:33]1[CH:38]=[CH:37][C:36]([C:39]([F:42])([F:41])[F:40])=[CH:35][N:34]=1.C(N(CC)CC)C. (2) Given the product [C:29]([C:27]1[C:26]([O:32][CH3:33])=[C:25]([CH:11]2[CH2:14][N:13]([C:15]([O:17][C:18]([CH3:21])([CH3:20])[CH3:19])=[O:16])[CH2:12]2)[C:24]([F:35])=[C:23]([Cl:22])[CH:28]=1)(=[O:31])[CH3:30], predict the reactants needed to synthesize it. The reactants are: BrCCBr.Cl[Si](C)(C)C.I[CH:11]1[CH2:14][N:13]([C:15]([O:17][C:18]([CH3:21])([CH3:20])[CH3:19])=[O:16])[CH2:12]1.[Cl:22][C:23]1[C:24]([F:35])=[C:25](I)[C:26]([O:32][CH3:33])=[C:27]([C:29](=[O:31])[CH3:30])[CH:28]=1.O1C=CC=C1P(C1OC=CC=1)C1OC=CC=1. (3) Given the product [NH2:26][C:27]1[S:28][C:29]([NH:1][C@H:2]([C:4]2[N:8]([CH:9]3[CH2:10][CH2:11]3)[C:7]3[C:12]([C:16]([NH:18][CH3:19])=[O:17])=[CH:13][CH:14]=[CH:15][C:6]=3[N:5]=2)[CH3:3])=[N:30][N:31]=1, predict the reactants needed to synthesize it. The reactants are: [NH2:1][C@H:2]([C:4]1[N:8]([CH:9]2[CH2:11][CH2:10]2)[C:7]2[C:12]([C:16]([NH:18][CH3:19])=[O:17])=[CH:13][CH:14]=[CH:15][C:6]=2[N:5]=1)[CH3:3].C(=O)([O-])[O-].[Cs+].[Cs+].[NH2:26][C:27]1[S:28][C:29](Br)=[N:30][N:31]=1.